Dataset: Full USPTO retrosynthesis dataset with 1.9M reactions from patents (1976-2016). Task: Predict the reactants needed to synthesize the given product. (1) Given the product [OH:6][CH:5]([C:7]1[C:15]2[O:14][CH2:13][CH:12]([C:16]3[CH:21]=[CH:20][C:19]([CH:22]([CH3:24])[CH3:23])=[CH:18][CH:17]=3)[C:11]=2[C:10]([CH3:25])=[C:9]([NH:26][C:27](=[O:33])[CH2:28][C:29]([CH3:32])([CH3:31])[CH3:30])[C:8]=1[CH3:34])[CH2:1][CH3:2], predict the reactants needed to synthesize it. The reactants are: [CH2:1]([Mg]Cl)[CH3:2].[CH:5]([C:7]1[C:15]2[O:14][CH2:13][CH:12]([C:16]3[CH:21]=[CH:20][C:19]([CH:22]([CH3:24])[CH3:23])=[CH:18][CH:17]=3)[C:11]=2[C:10]([CH3:25])=[C:9]([NH:26][C:27](=[O:33])[CH2:28][C:29]([CH3:32])([CH3:31])[CH3:30])[C:8]=1[CH3:34])=[O:6]. (2) Given the product [CH3:7][O:10][P:11]([C:26]1[CH:27]=[CH:28][CH:29]=[CH:30][CH:31]=1)(=[O:25])[O:12][C:13]1[CH:14]=[C:15]2[C:19](=[CH:20][CH:21]=1)[NH:18][N:17]=[CH:16]2, predict the reactants needed to synthesize it. The reactants are: [N+](C1C=C[C:7]([O:10][P:11]([C:26]2[CH:31]=[CH:30][CH:29]=[CH:28][CH:27]=2)(=[O:25])[O:12][C:13]2[CH:14]=[C:15]3[C:19](=[CH:20][CH:21]=2)[N:18](C(=O)C)[N:17]=[CH:16]3)=CC=1)([O-])=O.ClCCl.N12CCCN=C1CCCCC2. (3) Given the product [CH2:1]([N:3]1[C:7]([CH3:8])=[C:6]([C:9]2[N:10]([CH3:32])[C:11]3[C:16]([N:17]=2)=[C:15]([NH:18][C@H:19]2[CH2:24][CH2:23][CH2:22][NH:21][CH2:20]2)[N:14]=[CH:13][N:12]=3)[CH:5]=[N:4]1)[CH3:2], predict the reactants needed to synthesize it. The reactants are: [CH2:1]([N:3]1[C:7]([CH3:8])=[C:6]([C:9]2[N:10]([CH3:32])[C:11]3[C:16]([N:17]=2)=[C:15]([NH:18][C@H:19]2[CH2:24][CH2:23][CH2:22][N:21](C(OC(C)(C)C)=O)[CH2:20]2)[N:14]=[CH:13][N:12]=3)[CH:5]=[N:4]1)[CH3:2].C(O)(C(F)(F)F)=O. (4) Given the product [NH:8]1[C:16]2[C:11](=[CH:12][C:13]([C:17]3[C:26]([N:27]4[CH2:31][CH2:30][CH2:29][C@@H:28]4[CH3:32])=[N:25][C:24]4[C:19](=[CH:20][C:21]([O:37][CH3:38])=[C:22]([C:33]([O:35][CH3:36])=[O:34])[CH:23]=4)[N:18]=3)=[CH:14][CH:15]=2)[CH:10]=[N:9]1, predict the reactants needed to synthesize it. The reactants are: C(OC([N:8]1[C:16]2[C:11](=[CH:12][C:13]([C:17]3[C:26]([N:27]4[CH2:31][CH2:30][CH2:29][C@@H:28]4[CH3:32])=[N:25][C:24]4[C:19](=[CH:20][C:21]([O:37][CH3:38])=[C:22]([C:33]([O:35][CH3:36])=[O:34])[CH:23]=4)[N:18]=3)=[CH:14][CH:15]=2)[CH:10]=[N:9]1)=O)(C)(C)C.FC(F)(F)C(O)=O.C(=O)(O)[O-].[Na+].